This data is from Reaction yield outcomes from USPTO patents with 853,638 reactions. The task is: Predict the reaction yield, written as a fraction of the theoretical maximum amount of product (1.0 means a 100% yield; for example, 0.34 means a 34% yield). (1) The reactants are Br[C:2]1[CH:6]=[CH:5][S:4][C:3]=1/[C:7](=[N:9]/[N:10]=[C:11]([C:18]1[CH:23]=[CH:22][CH:21]=[CH:20][CH:19]=1)[C:12]1[CH:17]=[CH:16][CH:15]=[CH:14][CH:13]=1)/[CH3:8].[C:24]1([C:30](=[N:37][NH2:38])[C:31]2[CH:36]=[CH:35][CH:34]=[CH:33][CH:32]=2)[CH:29]=[CH:28][CH:27]=[CH:26][CH:25]=1.C([O-])([O-])=O.[Cs+].[Cs+]. The catalyst is C1(C)C=CC=CC=1.C([O-])(=O)C.[Pd+2].C([O-])(=O)C.C1(P(C2C=CC=CC=2)[C-]2C=CC=C2)C=CC=CC=1.[C-]1(P(C2C=CC=CC=2)C2C=CC=CC=2)C=CC=C1.[Fe+2]. The product is [C:12]1([C:11]([C:18]2[CH:23]=[CH:22][CH:21]=[CH:20][CH:19]=2)=[N:10]/[N:9]=[C:7](/[C:3]2[S:4][CH:5]=[CH:6][C:2]=2[NH:38][N:37]=[C:30]([C:24]2[CH:29]=[CH:28][CH:27]=[CH:26][CH:25]=2)[C:31]2[CH:36]=[CH:35][CH:34]=[CH:33][CH:32]=2)\[CH3:8])[CH:17]=[CH:16][CH:15]=[CH:14][CH:13]=1. The yield is 0.770. (2) The reactants are [CH3:1][O:2][C:3](=[O:13])[C:4]1[CH:9]=[CH:8][C:7]([S:10][CH3:11])=[CH:6][C:5]=1[OH:12].N1C=CC=CC=1.[S:20](O[S:20]([C:23]([F:26])([F:25])[F:24])(=[O:22])=[O:21])([C:23]([F:26])([F:25])[F:24])(=[O:22])=[O:21]. The catalyst is C(Cl)Cl. The product is [CH3:1][O:2][C:3](=[O:13])[C:4]1[CH:9]=[CH:8][C:7]([S:10][CH3:11])=[CH:6][C:5]=1[O:12][S:20]([C:23]([F:26])([F:25])[F:24])(=[O:22])=[O:21]. The yield is 0.920. (3) The reactants are [Cl:1][C:2]1[CH:10]=[C:6]([C:7]([OH:9])=O)[C:5]([OH:11])=[CH:4][CH:3]=1.[F:12][C:13]1[CH:19]=[CH:18][C:16]([NH2:17])=[CH:15][C:14]=1[C:20]([F:23])([F:22])[F:21]. No catalyst specified. The product is [Cl:1][C:2]1[CH:3]=[CH:4][C:5]([OH:11])=[C:6]([CH:10]=1)[C:7]([NH:17][C:16]1[CH:18]=[CH:19][C:13]([F:12])=[C:14]([C:20]([F:23])([F:21])[F:22])[CH:15]=1)=[O:9]. The yield is 0.721.